Dataset: Reaction yield outcomes from USPTO patents with 853,638 reactions. Task: Predict the reaction yield, written as a fraction of the theoretical maximum amount of product (1.0 means a 100% yield; for example, 0.34 means a 34% yield). The reactants are Br[C:2]1[CH:7]=[CH:6][C:5]([CH:8]([N:12]2[CH2:26][CH2:25][C:15]3([O:20][CH2:19][C:18](=[O:21])[N:17]([CH:22]4[CH2:24][CH2:23]4)[CH2:16]3)[CH2:14][CH2:13]2)[C:9]([NH2:11])=[O:10])=[C:4]([F:27])[CH:3]=1.CC1(C)C(C)(C)OB([C:36]2[CH:45]=[C:44]3[C:39]([CH:40]=[CH:41][CH:42]=[N:43]3)=[CH:38][CH:37]=2)O1.C(=O)([O-])[O-].[K+].[K+]. The catalyst is O1CCOCC1.C1C=CC(P(C2C=CC=CC=2)[C-]2C=CC=C2)=CC=1.C1C=CC(P(C2C=CC=CC=2)[C-]2C=CC=C2)=CC=1.Cl[Pd]Cl.[Fe+2].C(Cl)Cl. The product is [CH:22]1([N:17]2[CH2:16][C:15]3([CH2:25][CH2:26][N:12]([CH:8]([C:5]4[CH:6]=[CH:7][C:2]([C:36]5[CH:45]=[C:44]6[C:39]([CH:40]=[CH:41][CH:42]=[N:43]6)=[CH:38][CH:37]=5)=[CH:3][C:4]=4[F:27])[C:9]([NH2:11])=[O:10])[CH2:13][CH2:14]3)[O:20][CH2:19][C:18]2=[O:21])[CH2:24][CH2:23]1. The yield is 0.910.